Dataset: Forward reaction prediction with 1.9M reactions from USPTO patents (1976-2016). Task: Predict the product of the given reaction. (1) Given the reactants Cl[C:2]1[N:7]=[N:6][C:5]([NH2:8])=[CH:4][CH:3]=1.[NH:9]1[CH2:14][CH2:13][CH2:12][CH2:11][CH2:10]1, predict the reaction product. The product is: [N:9]1([C:2]2[N:7]=[N:6][C:5]([NH2:8])=[CH:4][CH:3]=2)[CH2:14][CH2:13][CH2:12][CH2:11][CH2:10]1. (2) Given the reactants [Br:1][C:2]1[CH:3]=[C:4]([CH:8]=[CH:9][CH:10]=1)[C:5](Cl)=[O:6].[NH:11]1[CH2:15][CH2:14][CH2:13][CH2:12]1, predict the reaction product. The product is: [Br:1][C:2]1[CH:3]=[C:4]([C:5]([N:11]2[CH2:15][CH2:14][CH2:13][CH2:12]2)=[O:6])[CH:8]=[CH:9][CH:10]=1. (3) Given the reactants [CH3:1][N:2]([C:8]1[N:13]=[CH:12][N:11]=[C:10]([C:14](=[N:16][OH:17])[NH2:15])[CH:9]=1)[CH2:3][C:4]([F:7])([F:6])[F:5].[C:18](N1C=CN=C1)(N1C=CN=C1)=[O:19].N12CCCN=C1CCCCC2.Cl, predict the reaction product. The product is: [CH3:1][N:2]([C:8]1[N:13]=[CH:12][N:11]=[C:10]([C:14]2[NH:16][O:17][C:18](=[O:19])[N:15]=2)[CH:9]=1)[CH2:3][C:4]([F:5])([F:7])[F:6]. (4) Given the reactants [CH3:1][O:2][C:3]1[CH:8]=[CH:7][CH:6]=[CH:5][C:4]=1[S:9][C:10]1[CH:18]=[CH:17][C:16]([N+:19]([O-:21])=[O:20])=[CH:15][C:11]=1[C:12]([OH:14])=O.N, predict the reaction product. The product is: [CH3:1][O:2][C:3]1[CH:8]=[CH:7][CH:6]=[C:5]2[C:4]=1[S:9][C:10]1[CH:18]=[CH:17][C:16]([N+:19]([O-:21])=[O:20])=[CH:15][C:11]=1[C:12]2=[O:14]. (5) Given the reactants C(OC([N:8]1[CH2:13][C@H:12]([C:14](=[O:34])[N:15]([CH:31]2[CH2:33][CH2:32]2)[CH2:16][C:17]2[CH:22]=[C:21]([O:23][CH2:24][CH2:25][CH2:26][O:27][CH3:28])[CH:20]=[C:19]([O:29][CH3:30])[CH:18]=2)[CH2:11][C@H:10]([NH2:35])[CH2:9]1)=O)(C)(C)C.CCN(C(C)C)C(C)C.[Cl:45][C:46]1[CH:51]=[C:50](Cl)[N:49]=[CH:48][N:47]=1, predict the reaction product. The product is: [CH:31]1([N:15]([CH2:16][C:17]2[CH:22]=[C:21]([O:23][CH2:24][CH2:25][CH2:26][O:27][CH3:28])[CH:20]=[C:19]([O:29][CH3:30])[CH:18]=2)[C:14]([C@@H:12]2[CH2:11][C@H:10]([NH:35][C:50]3[CH:51]=[C:46]([Cl:45])[N:47]=[CH:48][N:49]=3)[CH2:9][NH:8][CH2:13]2)=[O:34])[CH2:32][CH2:33]1.